The task is: Regression. Given two drug SMILES strings and cell line genomic features, predict the synergy score measuring deviation from expected non-interaction effect.. This data is from NCI-60 drug combinations with 297,098 pairs across 59 cell lines. Drug 1: CCC1(C2=C(COC1=O)C(=O)N3CC4=CC5=C(C=CC(=C5CN(C)C)O)N=C4C3=C2)O.Cl. Drug 2: C1CCC(C(C1)N)N.C(=O)(C(=O)[O-])[O-].[Pt+4]. Cell line: K-562. Synergy scores: CSS=52.6, Synergy_ZIP=-1.78, Synergy_Bliss=-2.80, Synergy_Loewe=-9.05, Synergy_HSA=1.21.